This data is from Full USPTO retrosynthesis dataset with 1.9M reactions from patents (1976-2016). The task is: Predict the reactants needed to synthesize the given product. (1) Given the product [CH3:21][S:22]([C:25]1[CH:26]=[C:27]([CH:31]=[C:32]([C:34]([F:37])([F:36])[F:35])[CH:33]=1)[C:28]([N:2]([CH3:1])[C:3]1[CH:4]=[N:5][CH:6]=[CH:7][C:8]=1[C:9]1[C:10]([O:15][CH2:16][C:17]([F:20])([F:19])[F:18])=[N:11][CH:12]=[CH:13][CH:14]=1)=[O:30])(=[O:23])=[O:24], predict the reactants needed to synthesize it. The reactants are: [CH3:1][NH:2][C:3]1[CH:4]=[N:5][CH:6]=[CH:7][C:8]=1[C:9]1[C:10]([O:15][CH2:16][C:17]([F:20])([F:19])[F:18])=[N:11][CH:12]=[CH:13][CH:14]=1.[CH3:21][S:22]([C:25]1[CH:26]=[C:27]([CH:31]=[C:32]([C:34]([F:37])([F:36])[F:35])[CH:33]=1)[C:28]([OH:30])=O)(=[O:24])=[O:23].[NH4+].[Cl-]. (2) Given the product [CH2:1]([C:5]1[CH:12]=[CH:11][C:8]([CH:9]=[CH:14][C:15]([OH:17])=[O:16])=[CH:7][CH:6]=1)[CH2:2][CH2:3][CH3:4], predict the reactants needed to synthesize it. The reactants are: [CH2:1]([C:5]1[CH:12]=[CH:11][C:8]([CH:9]=O)=[CH:7][CH:6]=1)[CH2:2][CH2:3][CH3:4].C(O)(=O)[CH2:14][C:15]([OH:17])=[O:16].N1C=CC=CC=1.